Dataset: Full USPTO retrosynthesis dataset with 1.9M reactions from patents (1976-2016). Task: Predict the reactants needed to synthesize the given product. (1) Given the product [NH2:23][C@@H:11]([CH2:12][CH2:13][C:14]([CH3:22])([C:16]1[CH:17]=[CH:18][CH:19]=[CH:20][CH:21]=1)[CH3:15])[CH2:10][OH:9], predict the reactants needed to synthesize it. The reactants are: [H-].[Al+3].[Li+].[H-].[H-].[H-].C([O:9][C:10](=O)[C@@H:11]([NH2:23])[CH2:12][CH2:13][C:14]([CH3:22])([C:16]1[CH:21]=[CH:20][CH:19]=[CH:18][CH:17]=1)[CH3:15])C.S([O-])([O-])(=O)=O.[Na+].[Na+]. (2) Given the product [CH:1]1[C:11]2[C:10]3=[CH:12][C:13]4[CH:14]=[CH:15][C:16]([C:19]([NH2:35])=[O:20])=[CH:17][C:18]=4[N:9]3[CH:8]=[C:7]([C:27]([NH2:24])=[O:28])[CH2:6][C:5]=2[CH:4]=[CH:3][CH:2]=1, predict the reactants needed to synthesize it. The reactants are: [CH:1]1[C:11]2[C:10]3=[CH:12][C:13]4[CH:14]=[CH:15][C:16]([C:19](O)=[O:20])=[CH:17][C:18]=4[N:9]3[CH:8]=[CH:7][CH2:6][C:5]=2[CH:4]=[CH:3][CH:2]=1.C1N=C[N:24]([C:27](N2C=NC=C2)=[O:28])C=1.C[NH:35]C(N)=O.C(O)(C(F)(F)F)=O.